From a dataset of NCI-60 drug combinations with 297,098 pairs across 59 cell lines. Regression. Given two drug SMILES strings and cell line genomic features, predict the synergy score measuring deviation from expected non-interaction effect. (1) Drug 2: CC1=C2C(C(=O)C3(C(CC4C(C3C(C(C2(C)C)(CC1OC(=O)C(C(C5=CC=CC=C5)NC(=O)C6=CC=CC=C6)O)O)OC(=O)C7=CC=CC=C7)(CO4)OC(=O)C)O)C)OC(=O)C. Synergy scores: CSS=9.97, Synergy_ZIP=-3.87, Synergy_Bliss=2.20, Synergy_Loewe=-19.8, Synergy_HSA=-0.419. Drug 1: CN1C(=O)N2C=NC(=C2N=N1)C(=O)N. Cell line: NCI-H226. (2) Drug 1: CC12CCC3C(C1CCC2=O)CC(=C)C4=CC(=O)C=CC34C. Drug 2: CN(CCCl)CCCl.Cl. Cell line: HL-60(TB). Synergy scores: CSS=88.4, Synergy_ZIP=-0.119, Synergy_Bliss=0.493, Synergy_Loewe=-19.0, Synergy_HSA=-1.40. (3) Drug 1: CC(C)(C#N)C1=CC(=CC(=C1)CN2C=NC=N2)C(C)(C)C#N. Drug 2: COC1=NC(=NC2=C1N=CN2C3C(C(C(O3)CO)O)O)N. Cell line: ACHN. Synergy scores: CSS=-11.3, Synergy_ZIP=11.7, Synergy_Bliss=11.0, Synergy_Loewe=-13.6, Synergy_HSA=-13.5. (4) Drug 1: CC1CC2C3CCC4=CC(=O)C=CC4(C3(C(CC2(C1(C(=O)CO)O)C)O)F)C. Drug 2: CC1CC(C(C(C=C(C(C(C=CC=C(C(=O)NC2=CC(=O)C(=C(C1)C2=O)OC)C)OC)OC(=O)N)C)C)O)OC. Cell line: UACC62. Synergy scores: CSS=40.0, Synergy_ZIP=2.03, Synergy_Bliss=0.302, Synergy_Loewe=-40.4, Synergy_HSA=0.680. (5) Drug 1: CCCCCOC(=O)NC1=NC(=O)N(C=C1F)C2C(C(C(O2)C)O)O. Drug 2: CS(=O)(=O)OCCCCOS(=O)(=O)C. Cell line: NCI-H522. Synergy scores: CSS=6.96, Synergy_ZIP=-3.25, Synergy_Bliss=-0.639, Synergy_Loewe=0.788, Synergy_HSA=1.49. (6) Drug 1: C1=CC(=CC=C1C#N)C(C2=CC=C(C=C2)C#N)N3C=NC=N3. Drug 2: CC1=C(C(=O)C2=C(C1=O)N3CC4C(C3(C2COC(=O)N)OC)N4)N. Cell line: SK-MEL-28. Synergy scores: CSS=25.1, Synergy_ZIP=0.602, Synergy_Bliss=3.81, Synergy_Loewe=-4.24, Synergy_HSA=3.08.